The task is: Regression. Given two drug SMILES strings and cell line genomic features, predict the synergy score measuring deviation from expected non-interaction effect.. This data is from NCI-60 drug combinations with 297,098 pairs across 59 cell lines. (1) Drug 1: CN(C)N=NC1=C(NC=N1)C(=O)N. Drug 2: C1=CC=C(C=C1)NC(=O)CCCCCCC(=O)NO. Cell line: OVCAR3. Synergy scores: CSS=6.87, Synergy_ZIP=-5.21, Synergy_Bliss=-2.55, Synergy_Loewe=-8.11, Synergy_HSA=-2.68. (2) Drug 1: C1CCN(CC1)CCOC2=CC=C(C=C2)C(=O)C3=C(SC4=C3C=CC(=C4)O)C5=CC=C(C=C5)O. Drug 2: CN(C(=O)NC(C=O)C(C(C(CO)O)O)O)N=O. Cell line: SK-MEL-2. Synergy scores: CSS=-3.55, Synergy_ZIP=6.14, Synergy_Bliss=10.9, Synergy_Loewe=-0.793, Synergy_HSA=-0.825. (3) Drug 1: CN1CCC(CC1)COC2=C(C=C3C(=C2)N=CN=C3NC4=C(C=C(C=C4)Br)F)OC. Drug 2: CN1C2=C(C=C(C=C2)N(CCCl)CCCl)N=C1CCCC(=O)O.Cl. Cell line: HOP-62. Synergy scores: CSS=14.4, Synergy_ZIP=5.38, Synergy_Bliss=8.97, Synergy_Loewe=3.55, Synergy_HSA=5.18. (4) Synergy scores: CSS=38.4, Synergy_ZIP=-0.670, Synergy_Bliss=-4.00, Synergy_Loewe=-28.4, Synergy_HSA=-4.44. Drug 1: C1=CN(C(=O)N=C1N)C2C(C(C(O2)CO)O)O.Cl. Drug 2: CNC(=O)C1=NC=CC(=C1)OC2=CC=C(C=C2)NC(=O)NC3=CC(=C(C=C3)Cl)C(F)(F)F. Cell line: COLO 205. (5) Drug 1: CC1=C2C(C(=O)C3(C(CC4C(C3C(C(C2(C)C)(CC1OC(=O)C(C(C5=CC=CC=C5)NC(=O)OC(C)(C)C)O)O)OC(=O)C6=CC=CC=C6)(CO4)OC(=O)C)OC)C)OC. Drug 2: CCN(CC)CCNC(=O)C1=C(NC(=C1C)C=C2C3=C(C=CC(=C3)F)NC2=O)C. Cell line: SR. Synergy scores: CSS=35.8, Synergy_ZIP=1.88, Synergy_Bliss=-1.06, Synergy_Loewe=-35.9, Synergy_HSA=-2.38.